From a dataset of Forward reaction prediction with 1.9M reactions from USPTO patents (1976-2016). Predict the product of the given reaction. (1) Given the reactants [O:1]1[CH2:6][CH2:5][CH:4]([NH:7][C:8]2[N:9]=[CH:10][C:11]3[CH2:17][CH2:16][C@H:15]([C:18]([O:20]CC)=[O:19])[O:14][C:12]=3[N:13]=2)[CH2:3][CH2:2]1.O[Li].O.Cl.O1CCOCC1, predict the reaction product. The product is: [O:1]1[CH2:6][CH2:5][CH:4]([NH:7][C:8]2[N:9]=[CH:10][C:11]3[CH2:17][CH2:16][C@H:15]([C:18]([OH:20])=[O:19])[O:14][C:12]=3[N:13]=2)[CH2:3][CH2:2]1. (2) Given the reactants [CH:1]1([C:4](=[C:6]2[C:11](=[O:12])[O:10][C:9]([CH3:14])([CH3:13])[O:8][C:7]2=[O:15])[CH3:5])[CH2:3][CH2:2]1.[C-:16]#[N:17].[K+], predict the reaction product. The product is: [CH:1]1([C:4]([CH:6]2[C:11](=[O:12])[O:10][C:9]([CH3:14])([CH3:13])[O:8][C:7]2=[O:15])([CH3:5])[C:16]#[N:17])[CH2:3][CH2:2]1.